From a dataset of Forward reaction prediction with 1.9M reactions from USPTO patents (1976-2016). Predict the product of the given reaction. (1) The product is: [OH:16][CH2:17][C:18]1[CH2:19][S:20][C@@H:21]2[CH:28]([NH:29][C:30](=[O:37])[CH2:31][C:32]3[S:33][CH:34]=[CH:35][CH:36]=3)[C:27](=[O:38])[N:22]2[C:23]=1[C:24]([O:26][CH:7]([C:10]1[CH:15]=[CH:14][CH:13]=[CH:12][CH:11]=1)[C:1]1[CH:6]=[CH:5][CH:4]=[CH:3][CH:2]=1)=[O:25]. Given the reactants [C:1]1([C:7]([C:10]2[CH:15]=[CH:14][CH:13]=[CH:12][CH:11]=2)=[N+]=[N-])[CH:6]=[CH:5][CH:4]=[CH:3][CH:2]=1.[OH:16][CH2:17][C:18]1[CH2:19][S:20][C@@H:21]2[CH:28]([NH:29][C:30](=[O:37])[CH2:31][C:32]3[S:33][CH:34]=[CH:35][CH:36]=3)[C:27](=[O:38])[N:22]2[C:23]=1[C:24]([OH:26])=[O:25].O1CCCC1.C(OCC)(=O)C, predict the reaction product. (2) The product is: [F:28][C:22]1[CH:23]=[C:24]([F:27])[CH:25]=[CH:26][C:21]=1[C:20]1[C:14]2[O:13][CH:12]([CH2:11][NH2:10])[CH2:16][C:15]=2[CH:17]=[CH:18][CH:19]=1. Given the reactants C(OC(=O)[NH:10][CH2:11][CH:12]1[CH2:16][C:15]2[CH:17]=[CH:18][CH:19]=[C:20]([C:21]3[CH:26]=[CH:25][C:24]([F:27])=[CH:23][C:22]=3[F:28])[C:14]=2[O:13]1)C1C=CC=CC=1, predict the reaction product. (3) Given the reactants [CH2:1]([O:8][C:9]1[CH:10]=[C:11]([CH2:16][C:17]([O-:19])=[O:18])[CH:12]=[C:13]([OH:15])[CH:14]=1)[C:2]1[CH:7]=[CH:6][CH:5]=[CH:4][CH:3]=1.[CH3:20]CN(C(C)C)C(C)C.[S:29](O[S:29]([C:32]([F:35])([F:34])[F:33])(=[O:31])=[O:30])([C:32]([F:35])([F:34])[F:33])(=[O:31])=[O:30], predict the reaction product. The product is: [CH2:1]([O:8][C:9]1[CH:10]=[C:11]([CH2:16][C:17]([O:19][CH3:20])=[O:18])[CH:12]=[C:13]([O:15][S:29]([C:32]([F:35])([F:34])[F:33])(=[O:31])=[O:30])[CH:14]=1)[C:2]1[CH:7]=[CH:6][CH:5]=[CH:4][CH:3]=1. (4) Given the reactants [CH2:1]([C:5]([C:21]1[CH:26]=[CH:25][C:24]([O:27][CH2:28][C:29](OCC)=[O:30])=[CH:23][CH:22]=1)=[C:6]([C:14]1[CH:19]=[CH:18][C:17]([OH:20])=[CH:16][CH:15]=1)[C:7]1[CH:12]=[CH:11][C:10]([OH:13])=[CH:9][CH:8]=1)[CH2:2][CH2:3][CH3:4].[H-].[Al+3].[Li+].[H-].[H-].[H-], predict the reaction product. The product is: [OH:30][CH2:29][CH2:28][O:27][C:24]1[CH:23]=[CH:22][C:21]([C:5]([CH2:1][CH2:2][CH2:3][CH3:4])=[C:6]([C:7]2[CH:8]=[CH:9][C:10]([OH:13])=[CH:11][CH:12]=2)[C:14]2[CH:19]=[CH:18][C:17]([OH:20])=[CH:16][CH:15]=2)=[CH:26][CH:25]=1. (5) Given the reactants [F:1][C:2]([F:32])([F:31])[C:3]([C:6]1[CH:11]=[CH:10][C:9]([N:12]2[CH2:17][CH2:16][N:15]([S:18]([C:21]3[S:22][CH:23]=[CH:24][CH:25]=3)(=[O:20])=[O:19])[CH2:14][C@@H:13]2[CH2:26][NH:27][CH:28]([CH3:30])[CH3:29])=[CH:8][CH:7]=1)([OH:5])[CH3:4].[C:33]1([S:39](Cl)(=[O:41])=[O:40])[CH:38]=[CH:37][CH:36]=[CH:35][CH:34]=1.CCN(C(C)C)C(C)C, predict the reaction product. The product is: [CH3:30][CH:28]([N:27]([CH2:26][C@H:13]1[CH2:14][N:15]([S:18]([C:21]2[S:22][CH:23]=[CH:24][CH:25]=2)(=[O:20])=[O:19])[CH2:16][CH2:17][N:12]1[C:9]1[CH:8]=[CH:7][C:6]([C:3]([OH:5])([CH3:4])[C:2]([F:1])([F:31])[F:32])=[CH:11][CH:10]=1)[S:39]([C:33]1[CH:38]=[CH:37][CH:36]=[CH:35][CH:34]=1)(=[O:41])=[O:40])[CH3:29].